Dataset: Full USPTO retrosynthesis dataset with 1.9M reactions from patents (1976-2016). Task: Predict the reactants needed to synthesize the given product. Given the product [F:12][C:11]([F:14])([F:13])[S:8]([O:7][C:30]1[CH:31]=[C:32]([CH:4]2[CH2:5][CH2:6]2)[CH:33]=[CH:34][C:29]=1[CH3:28])(=[O:10])=[O:9], predict the reactants needed to synthesize it. The reactants are: N1[CH:6]=[CH:5][CH:4]=CC=1.[O:7](S(C(F)(F)F)(=O)=O)[S:8]([C:11]([F:14])([F:13])[F:12])(=[O:10])=[O:9].CCOC(C)=O.[CH3:28][CH2:29][CH2:30][CH2:31][CH2:32][CH2:33][CH3:34].